This data is from Full USPTO retrosynthesis dataset with 1.9M reactions from patents (1976-2016). The task is: Predict the reactants needed to synthesize the given product. (1) Given the product [C:1]([C:3]1[C:4]([N:15]2[CH2:16][CH2:17][CH:18]([C:21]([NH:57][S:54]([CH2:53][C:48]3[CH:49]=[CH:50][C:51]([Cl:52])=[C:46]([Cl:45])[CH:47]=3)(=[O:55])=[O:56])=[O:23])[CH2:19][CH2:20]2)=[N:5][C:6]([CH3:14])=[C:7]([CH:8]=1)[C:9]([O:11][CH2:12][CH3:13])=[O:10])#[N:2], predict the reactants needed to synthesize it. The reactants are: [C:1]([C:3]1[C:4]([N:15]2[CH2:20][CH2:19][CH:18]([C:21]([OH:23])=O)[CH2:17][CH2:16]2)=[N:5][C:6]([CH3:14])=[C:7]([C:9]([O:11][CH2:12][CH3:13])=[O:10])[CH:8]=1)#[N:2].CCN=C=NCCCN(C)C.C1C=CC2N(O)N=NC=2C=1.[Cl:45][C:46]1[CH:47]=[C:48]([CH2:53][S:54]([NH2:57])(=[O:56])=[O:55])[CH:49]=[CH:50][C:51]=1[Cl:52].CCN(C(C)C)C(C)C. (2) Given the product [F:26][CH2:25][CH2:24][O:16][C:12]1[CH:11]=[C:10]([C:7]2[CH:8]=[CH:9][C:2]3[C:3]([CH:6]=2)=[N:4][O:5][N:1]=3)[CH:15]=[CH:14][CH:13]=1, predict the reactants needed to synthesize it. The reactants are: [N:1]1[O:5][N:4]=[C:3]2[CH:6]=[C:7]([C:10]3[CH:11]=[C:12]([OH:16])[CH:13]=[CH:14][CH:15]=3)[CH:8]=[CH:9][C:2]=12.C(=O)([O-])[O-].[Cs+].[Cs+].Br[CH2:24][CH2:25][F:26]. (3) Given the product [Cl:1][C:2]1[CH:3]=[C:4]2[C:8](=[CH:9][CH:10]=1)[N:7]([S:11]([C:14]1[C:15]([CH3:23])=[C:16]([CH:20]=[CH:21][CH:22]=1)[C:17]([NH:46][C:39]1[CH:40]=[CH:41][C:42]([C:44]#[N:45])=[CH:43][C:38]=1[C:37]([OH:36])=[O:47])=[O:18])(=[O:13])=[O:12])[CH2:6][CH2:5]2, predict the reactants needed to synthesize it. The reactants are: [Cl:1][C:2]1[CH:3]=[C:4]2[C:8](=[CH:9][CH:10]=1)[N:7]([S:11]([C:14]1[C:15]([CH3:23])=[C:16]([CH:20]=[CH:21][CH:22]=1)[C:17](O)=[O:18])(=[O:13])=[O:12])[CH2:6][CH2:5]2.CN(C=O)C.C(Cl)(=O)C(Cl)=O.C[O:36][C:37](=[O:47])[C:38]1[CH:43]=[C:42]([C:44]#[N:45])[CH:41]=[CH:40][C:39]=1[NH2:46]. (4) Given the product [C:26]([O:25][C:23]([O:22][C:18]1[CH:17]=[C:16]([C:31]2[CH:43]=[CH:42][C:34]([C:35]([O:37][C:38]([CH3:40])([CH3:39])[CH3:41])=[O:36])=[C:33]([NH:44][C:45]([C:47]3[CH:48]=[N:49][CH:50]=[C:51]([C:53]4[CH:58]=[CH:57][CH:56]=[CH:55][CH:54]=4)[CH:52]=3)=[O:46])[CH:32]=2)[CH:21]=[CH:20][CH:19]=1)=[O:24])([CH3:27])([CH3:28])[CH3:29], predict the reactants needed to synthesize it. The reactants are: C(=O)([O-])[O-].[Na+].[Na+].B1([C:16]2[CH:21]=[CH:20][CH:19]=[C:18]([O:22][C:23]([O:25][C:26]([CH3:29])([CH3:28])[CH3:27])=[O:24])[CH:17]=2)OC(C)(C)C(C)(C)O1.Br[C:31]1[CH:43]=[CH:42][C:34]([C:35]([O:37][C:38]([CH3:41])([CH3:40])[CH3:39])=[O:36])=[C:33]([NH:44][C:45]([C:47]2[CH:48]=[N:49][CH:50]=[C:51]([C:53]3[CH:58]=[CH:57][CH:56]=[CH:55][CH:54]=3)[CH:52]=2)=[O:46])[CH:32]=1.C(O)(=O)CC(CC(O)=O)(C(O)=O)O. (5) Given the product [F:30][C:29]([F:32])([F:31])[C:28]([OH:33])=[O:34].[CH3:1][O:2][CH2:3][C:4]1[CH:9]=[CH:8][C:7]([NH:10][S:11]([C:14]2[CH:19]=[CH:18][C:17]([O:20][CH3:21])=[C:16]([N:22]3[CH2:23][CH2:24][NH:25][CH2:26][CH2:27]3)[CH:15]=2)(=[O:12])=[O:13])=[CH:6][CH:5]=1, predict the reactants needed to synthesize it. The reactants are: [CH3:1][O:2][CH2:3][C:4]1[CH:9]=[CH:8][C:7]([NH:10][S:11]([C:14]2[CH:19]=[CH:18][C:17]([O:20][CH3:21])=[C:16]([N:22]3[CH2:27][CH2:26][N:25]([C:28](=[O:33])[C:29]([F:32])([F:31])[F:30])[CH2:24][CH2:23]3)[CH:15]=2)(=[O:13])=[O:12])=[CH:6][CH:5]=1.[OH-:34].[Na+].